Predict the product of the given reaction. From a dataset of Forward reaction prediction with 1.9M reactions from USPTO patents (1976-2016). (1) Given the reactants [Br:1][C:2]1[C:6]2[N:7]=[CH:8][N:9]=[CH:10][C:5]=2[NH:4][C:3]=1[C:11]1[CH:16]=[CH:15][CH:14]=[CH:13][C:12]=1[F:17].[CH3:18][O:19][C:20]1[CH:25]=[CH:24][C:23]([C:26]2[S:30][C:29]([CH2:31]OS(C)(=O)=O)=[N:28][N:27]=2)=[C:22]([C:37]([F:40])([F:39])[F:38])[CH:21]=1, predict the reaction product. The product is: [Br:1][C:2]1[C:3]([C:11]2[CH:16]=[CH:15][CH:14]=[CH:13][C:12]=2[F:17])=[N:4][C:5]2[C:6]=1[N:7]=[CH:8][N:9]([CH2:31][C:29]1[S:30][C:26]([C:23]3[CH:24]=[CH:25][C:20]([O:19][CH3:18])=[CH:21][C:22]=3[C:37]([F:40])([F:38])[F:39])=[N:27][N:28]=1)[CH:10]=2. (2) Given the reactants O[CH:2]([C:18]1[CH:27]=[CH:26][C:21]2[C:22](=[O:25])[O:23][CH2:24][C:20]=2[C:19]=1[CH3:28])[CH2:3][N:4]1[CH2:9][CH2:8][N:7](C(OC(C)(C)C)=O)[CH2:6][C:5]1=[O:17], predict the reaction product. The product is: [CH3:28][C:19]1[C:20]2[CH2:24][O:23][C:22](=[O:25])[C:21]=2[CH:26]=[CH:27][C:18]=1[CH2:2][CH2:3][N:4]1[CH2:9][CH2:8][NH:7][CH2:6][C:5]1=[O:17]. (3) The product is: [CH3:14][C:12]1[C:5]2[NH:6][C:7](=[O:11])[O:8][C:9](=[O:10])[C:4]=2[CH:3]=[C:2]([C:15]#[N:16])[CH:13]=1. Given the reactants I[C:2]1[CH:13]=[C:12]([CH3:14])[C:5]2[NH:6][C:7](=[O:11])[O:8][C:9](=[O:10])[C:4]=2[CH:3]=1.[C:15]([Cu])#[N:16], predict the reaction product. (4) Given the reactants [Cl:1][C:2]1[N:3]([C:11]2[CH:16]=[CH:15][C:14]([O:17][CH3:18])=[CH:13][CH:12]=2)[N:4]=[C:5]2[C:10]=1[CH:9]=[CH:8][CH:7]=[CH:6]2.BrC[CH2:21][CH2:22][Cl:23].C([O-])([O-])=O.[K+].[K+], predict the reaction product. The product is: [Cl:1][C:2]1[N:3]([C:11]2[CH:16]=[CH:15][C:14]([O:17][CH2:18][CH2:21][CH2:22][Cl:23])=[CH:13][CH:12]=2)[N:4]=[C:5]2[C:10]=1[CH:9]=[CH:8][CH:7]=[CH:6]2. (5) The product is: [CH:8]1([N:11]2[CH:15]=[C:14]([C:16]3[CH:17]=[C:18]4[C:23](=[CH:24][CH:25]=3)[N:22]([C:26](=[O:28])[CH3:27])[C@@H:21]([CH3:29])[CH2:20][N:19]4[C:30]3[C:38]4[C:33](=[CH:34][CH:35]=[CH:36][CH:37]=4)[NH:32][N:31]=3)[CH:13]=[N:12]2)[CH2:9][CH2:10]1. Given the reactants FC(F)(F)C(O)=O.[CH:8]1([N:11]2[CH:15]=[C:14]([C:16]3[CH:17]=[C:18]4[C:23](=[CH:24][CH:25]=3)[N:22]([C:26](=[O:28])[CH3:27])[C@@H:21]([CH3:29])[CH2:20][N:19]4[C:30]3[C:38]4[C:33](=[CH:34][CH:35]=[CH:36][CH:37]=4)[N:32](C4CCCCO4)[N:31]=3)[CH:13]=[N:12]2)[CH2:10][CH2:9]1, predict the reaction product. (6) Given the reactants [Br:1][C:2]1[CH:7]=[CH:6][C:5](F)=[CH:4][N:3]=1.C[S-].[Na+].ClC1C=C(C=CC=1)C(OO)=O.[CH3:23][S:24](C1C(C)=C[C:23]([S:24](C)(=[O:26])=[O:25])=CN=1)(=[O:26])=[O:25], predict the reaction product. The product is: [Br:1][C:2]1[CH:7]=[CH:6][C:5]([S:24]([CH3:23])(=[O:26])=[O:25])=[CH:4][N:3]=1. (7) Given the reactants [Cl:1][C:2]1[N:3]=[N:4][C:5](Cl)=[CH:6][CH:7]=1.CCN(C(C)C)C(C)C.[CH2:18]1[C@@H:22]2[CH2:23][NH:24][CH2:25][C@@H:21]2[CH2:20][N:19]1[C:26]([O:28][C:29]([CH3:32])([CH3:31])[CH3:30])=[O:27], predict the reaction product. The product is: [Cl:1][C:2]1[N:3]=[N:4][C:5]([N:24]2[CH2:23][C@@H:22]3[CH2:18][N:19]([C:26]([O:28][C:29]([CH3:32])([CH3:31])[CH3:30])=[O:27])[CH2:20][C@@H:21]3[CH2:25]2)=[CH:6][CH:7]=1. (8) Given the reactants [C:1]([C:5]1[O:9][N:8]=[C:7]([NH:10][C:11]([NH:13][C:14]2[CH:19]=[CH:18][CH:17]=[C:16]([SH:20])[CH:15]=2)=[O:12])[CH:6]=1)([CH3:4])([CH3:3])[CH3:2].Cl[C:22]1[C:31]2[C:26](=[CH:27][C:28]([O:32][CH3:33])=[CH:29][CH:30]=2)[N:25]=[CH:24][N:23]=1, predict the reaction product. The product is: [C:1]([C:5]1[O:9][N:8]=[C:7]([NH:10][C:11]([NH:13][C:14]2[CH:19]=[CH:18][CH:17]=[C:16]([S:20][C:22]3[C:31]4[C:26](=[CH:27][C:28]([O:32][CH3:33])=[CH:29][CH:30]=4)[N:25]=[CH:24][N:23]=3)[CH:15]=2)=[O:12])[CH:6]=1)([CH3:4])([CH3:2])[CH3:3]. (9) Given the reactants [Cl:1][C:2]1[CH:10]=[CH:9][CH:8]=[C:7]([Cl:11])[C:3]=1[C:4](Cl)=[O:5].Cl.[NH2:13][C:14]1[CH:15]=[C:16]([B:21]([OH:23])[OH:22])[CH:17]=[CH:18][C:19]=1[CH3:20], predict the reaction product. The product is: [Cl:1][C:2]1[CH:10]=[CH:9][CH:8]=[C:7]([Cl:11])[C:3]=1[C:4]([NH:13][C:14]1[CH:15]=[C:16]([B:21]([OH:23])[OH:22])[CH:17]=[CH:18][C:19]=1[CH3:20])=[O:5]. (10) Given the reactants [CH3:1][N:2]1[N:6]=[C:5]([CH:7]2[CH2:12][CH2:11][N:10]([C:13]3[CH:18]=[CH:17][C:16](/[N:19]=[CH:20]/[C:21]4[O:22][C:23]([N+:26]([O-:28])=[O:27])=[CH:24][CH:25]=4)=[CH:15][CH:14]=3)[CH2:9][CH2:8]2)[O:4][C:3]1=[O:29].C([BH3-])#N.[Na+].C(=O)(O)[O-].[Na+], predict the reaction product. The product is: [CH3:1][N:2]1[N:6]=[C:5]([CH:7]2[CH2:8][CH2:9][N:10]([C:13]3[CH:14]=[CH:15][C:16]([NH:19][CH2:20][C:21]4[O:22][C:23]([N+:26]([O-:28])=[O:27])=[CH:24][CH:25]=4)=[CH:17][CH:18]=3)[CH2:11][CH2:12]2)[O:4][C:3]1=[O:29].